Dataset: Forward reaction prediction with 1.9M reactions from USPTO patents (1976-2016). Task: Predict the product of the given reaction. (1) Given the reactants [NH2:1][C:2]1[CH:10]=[CH:9][CH:8]=[CH:7][C:3]=1[C:4]([O-:6])=O.[CH:11](=O)[C:12]1[CH:17]=[CH:16][CH:15]=[CH:14][CH:13]=1.S([O-])(O)=O.[Na+].O.CC([N:28](C)C)=O, predict the reaction product. The product is: [C:12]1([C:11]2[N:28]=[C:4]([OH:6])[C:3]3[C:2](=[CH:10][CH:9]=[CH:8][CH:7]=3)[N:1]=2)[CH:17]=[CH:16][CH:15]=[CH:14][CH:13]=1. (2) Given the reactants C[Si](C)(C)N[Si](C)(C)C.[Li]CCCC.[CH3:15][C:16]1([CH3:24])[O:21][C:20](=[O:22])[CH:19]=[C:18]([CH3:23])[O:17]1.[F:25][C:26]([F:33])([F:32])[C:27]([O:29]CC)=[O:28].CC(O)=O, predict the reaction product. The product is: [CH3:15][C:16]1([CH3:24])[O:21][C:20](=[O:22])[CH:19]=[C:18]([CH2:23][C:27]([OH:29])([OH:28])[C:26]([F:33])([F:32])[F:25])[O:17]1. (3) Given the reactants [Cl:1][C:2]1[C:10]2[C:5](=[CH:6][CH:7]=[CH:8][CH:9]=2)[N:4]([C:11]2[CH:16]=[CH:15][C:14]([CH2:17][NH:18][C:19]([C:21]3([NH:24][C:25]([C:27]4[O:31][N:30]=[C:29]([O:32][CH3:33])[CH:28]=4)=[O:26])[CH2:23][CH2:22]3)=[O:20])=[CH:13][CH:12]=2)[C:3]=1[C:34](O)=[O:35].[CH3:37][N:38](C)[CH:39]=O.CN(C(ON1N=NC2C=CC=CC1=2)=[N+](C)C)C.F[P-](F)(F)(F)(F)F.Cl.CNC.C(N(CC)CC)C, predict the reaction product. The product is: [CH3:37][N:38]([CH3:39])[C:34]([C:3]1[N:4]([C:11]2[CH:12]=[CH:13][C:14]([CH2:17][NH:18][C:19]([C:21]3([NH:24][C:25]([C:27]4[O:31][N:30]=[C:29]([O:32][CH3:33])[CH:28]=4)=[O:26])[CH2:22][CH2:23]3)=[O:20])=[CH:15][CH:16]=2)[C:5]2[C:10]([C:2]=1[Cl:1])=[CH:9][CH:8]=[CH:7][CH:6]=2)=[O:35]. (4) Given the reactants [CH3:1][O:2][C:3]1[CH:4]=[N:5][CH:6]=[C:7](B2OC(C)(C)C(C)(C)O2)[CH:8]=1.Br[C:19]1[CH:20]=[C:21]([CH:23]=[CH:24][CH:25]=1)[NH2:22].C([O-])([O-])=O.[Na+].[Na+], predict the reaction product. The product is: [CH3:1][O:2][C:3]1[CH:8]=[C:7]([C:19]2[CH:20]=[C:21]([NH2:22])[CH:23]=[CH:24][CH:25]=2)[CH:6]=[N:5][CH:4]=1. (5) Given the reactants [NH2:1][C:2]1[CH:3]=[CH:4][C:5]2[N:10]([CH3:11])[C:9](=[O:12])[O:8][C:7]([CH3:14])([CH3:13])[C:6]=2[CH:15]=1.[Br:16][C:17]1[CH:22]=[CH:21][C:20](B(O)O)=[CH:19][CH:18]=1, predict the reaction product. The product is: [Br:16][C:17]1[CH:22]=[CH:21][C:20]([NH:1][C:2]2[CH:3]=[CH:4][C:5]3[N:10]([CH3:11])[C:9](=[O:12])[O:8][C:7]([CH3:13])([CH3:14])[C:6]=3[CH:15]=2)=[CH:19][CH:18]=1. (6) Given the reactants [Cl:1][C:2]1[CH:3]=[C:4]([CH:9]([S:13][C:14]2[CH:19]=[CH:18][CH:17]=[CH:16][CH:15]=2)[C:10]([OH:12])=O)[CH:5]=[C:6]([Cl:8])[CH:7]=1.C(N1C=CN=C1)(N1C=CN=C1)=O.[CH3:32][NH:33][CH2:34][C:35]1[CH:40]=[CH:39][CH:38]=[C:37]([O:41][CH3:42])[CH:36]=1, predict the reaction product. The product is: [CH3:42][O:41][C:37]1[CH:36]=[C:35]([CH:40]=[CH:39][CH:38]=1)[CH2:34][N:33]([CH3:32])[C:10](=[O:12])[CH:9]([C:4]1[CH:5]=[C:6]([Cl:8])[CH:7]=[C:2]([Cl:1])[CH:3]=1)[S:13][C:14]1[CH:19]=[CH:18][CH:17]=[CH:16][CH:15]=1. (7) Given the reactants C([N:8]1[C:17]2[C:12](=[CH:13][C:14]([O:18][C:19](=[O:28])[NH:20][C:21]3[CH:26]=[CH:25][CH:24]=[C:23]([Br:27])[CH:22]=3)=[CH:15][CH:16]=2)[CH2:11][CH2:10][CH2:9]1)C1C=CC=CC=1.[H][H], predict the reaction product. The product is: [NH:8]1[C:17]2[C:12](=[CH:13][C:14]([O:18][C:19](=[O:28])[NH:20][C:21]3[CH:26]=[CH:25][CH:24]=[C:23]([Br:27])[CH:22]=3)=[CH:15][CH:16]=2)[CH2:11][CH2:10][CH2:9]1.